This data is from Forward reaction prediction with 1.9M reactions from USPTO patents (1976-2016). The task is: Predict the product of the given reaction. (1) Given the reactants [CH3:1][C:2]1([CH3:21])[O:6][C@@H:5]2[CH2:7][CH2:8][C@@H:9]([N:10]3[C:18]4[C:17]([F:19])=[CH:16][N:15]=[C:14](F)[C:13]=4[N:12]=[CH:11]3)[C@@H:4]2[O:3]1.CC1(C)O[C@@H]2CC[C@@H]([N:31]3C4C(F)=NC=C(F)C=4N=C3)[C@@H]2O1, predict the reaction product. The product is: [CH3:1][C:2]1([CH3:21])[O:6][C@@H:5]2[CH2:7][CH2:8][C@@H:9]([N:10]3[C:18]4[C:17]([F:19])=[CH:16][N:15]=[C:14]([NH2:31])[C:13]=4[N:12]=[CH:11]3)[C@@H:4]2[O:3]1. (2) Given the reactants C([BH3-])#N.[Na+].[CH:5](=O)[CH3:6].Cl.[NH2:9][C:10]1[CH:15]=[CH:14][C:13]([NH:16][C:17]([C:19]2[CH:24]=[C:23]([N+:25]([O-:27])=[O:26])[CH:22]=[CH:21][C:20]=2[Cl:28])=[O:18])=[CH:12][CH:11]=1.C(=O)(O)[O-].[Na+], predict the reaction product. The product is: [ClH:28].[CH2:5]([NH:9][C:10]1[CH:11]=[CH:12][C:13]([NH:16][C:17]([C:19]2[CH:24]=[C:23]([N+:25]([O-:27])=[O:26])[CH:22]=[CH:21][C:20]=2[Cl:28])=[O:18])=[CH:14][CH:15]=1)[CH3:6]. (3) Given the reactants C(O[C:4]([C:6]1([CH2:12][CH2:13]OC)[CH2:11][CH2:10][NH:9][CH2:8][CH2:7]1)=[O:5])C.[F:16][C:17]([F:30])([F:29])[O:18][C:19]1[CH:24]=[CH:23][CH:22]=[CH:21][C:20]=1[S:25](Cl)(=[O:27])=[O:26].[CH3:31][O:32][CH2:33][C:34]([C:37]1[CH:42]=[CH:41][C:40]([NH2:43])=[CH:39][CH:38]=1)([CH3:36])[CH3:35], predict the reaction product. The product is: [CH3:31][O:32][CH2:33][C:34]([C:37]1[CH:38]=[CH:39][C:40]([N:43]2[CH2:13][CH2:12][C:6]3([CH2:7][CH2:8][N:9]([S:25]([C:20]4[CH:21]=[CH:22][CH:23]=[CH:24][C:19]=4[O:18][C:17]([F:30])([F:29])[F:16])(=[O:27])=[O:26])[CH2:10][CH2:11]3)[C:4]2=[O:5])=[CH:41][CH:42]=1)([CH3:36])[CH3:35]. (4) Given the reactants [NH:1]1[CH:5]=[CH:4][N:3]=[C:2]1[C:6]([OH:8])=O.[NH2:9][C:10]1[C:11]([CH3:16])=[CH:12][CH:13]=[CH:14][CH:15]=1.C1C=CC2N(O)N=NC=2C=1.O, predict the reaction product. The product is: [C:11]1([CH3:16])[CH:12]=[CH:13][CH:14]=[CH:15][C:10]=1[NH:9][C:6]([C:2]1[NH:1][CH:5]=[CH:4][N:3]=1)=[O:8]. (5) The product is: [CH3:1][O:2][C:3]1[CH:4]=[C:5]([CH3:26])[C:6]([S:10]([N:13]([CH2:15][C:16]2[O:20][C:19]([C:21]([N:28]([CH3:27])[CH2:29][C:30]3[CH:31]=[C:32]4[C:36](=[CH:37][CH:38]=3)[CH2:35][N:34]([CH3:39])[CH2:33]4)=[O:23])=[N:18][N:17]=2)[CH3:14])(=[O:11])=[O:12])=[C:7]([CH3:9])[CH:8]=1. Given the reactants [CH3:1][O:2][C:3]1[CH:8]=[C:7]([CH3:9])[C:6]([S:10]([N:13]([CH2:15][C:16]2[O:20][C:19]([C:21]([O:23]CC)=O)=[N:18][N:17]=2)[CH3:14])(=[O:12])=[O:11])=[C:5]([CH3:26])[CH:4]=1.[CH3:27][NH:28][CH2:29][C:30]1[CH:31]=[C:32]2[C:36](=[CH:37][CH:38]=1)[CH2:35][N:34]([CH3:39])[CH2:33]2, predict the reaction product.